This data is from Reaction yield outcomes from USPTO patents with 853,638 reactions. The task is: Predict the reaction yield, written as a fraction of the theoretical maximum amount of product (1.0 means a 100% yield; for example, 0.34 means a 34% yield). (1) The reactants are Cl[C:2]1[C:11]2[C:6](=[CH:7][CH:8]=[C:9]([Cl:12])[N:10]=2)[N:5]=[CH:4][C:3]=1[C:13](=[O:15])[CH3:14].[CH3:16][N:17]([CH3:28])[CH2:18][CH2:19][NH:20][C:21]1[CH:26]=[CH:25][C:24]([NH2:27])=[CH:23][N:22]=1. No catalyst specified. The product is [Cl:12][C:9]1[N:10]=[C:11]2[C:6](=[CH:7][CH:8]=1)[N:5]=[CH:4][C:3]([C:13](=[O:15])[CH3:14])=[C:2]2[NH:27][C:24]1[CH:23]=[N:22][C:21]([NH:20][CH2:19][CH2:18][N:17]([CH3:28])[CH3:16])=[CH:26][CH:25]=1. The yield is 0.370. (2) The reactants are [CH2:1]([N:4]([CH2:25][CH:26]=C)[C:5]1[CH:10]=[CH:9][C:8]([C:11]2[NH:16][C:15](=[O:17])[C:14]([C:18]([O:20][CH3:21])=[O:19])=[C:13]([OH:22])[C:12]=2[CH2:23][CH3:24])=[CH:7][CH:6]=1)[CH:2]=C. The catalyst is C(Cl)Cl. The product is [N:4]1([C:5]2[CH:10]=[CH:9][C:8]([C:11]3[NH:16][C:15](=[O:17])[C:14]([C:18]([O:20][CH3:21])=[O:19])=[C:13]([OH:22])[C:12]=3[CH2:23][CH3:24])=[CH:7][CH:6]=2)[CH2:1][CH:2]=[CH:26][CH2:25]1. The yield is 0.790. (3) The reactants are [NH2:1][C:2]1[O:6][N:5]=[C:4]([C:7]2[CH:12]=[CH:11][CH:10]=[CH:9][C:8]=2[O:13][C:14]([F:17])([F:16])[F:15])[C:3]=1[C:18]([OH:20])=O.Cl.C(N=C=NCCCN(C)C)C.[F:33][C:34]1[CH:39]=[CH:38][CH:37]=[CH:36][C:35]=1[N:40]1[CH2:45][CH2:44][NH:43][CH2:42][CH2:41]1. The catalyst is ClCCl. The product is [NH2:1][C:2]1[O:6][N:5]=[C:4]([C:7]2[CH:12]=[CH:11][CH:10]=[CH:9][C:8]=2[O:13][C:14]([F:15])([F:16])[F:17])[C:3]=1[C:18]([N:43]1[CH2:42][CH2:41][N:40]([C:35]2[CH:36]=[CH:37][CH:38]=[CH:39][C:34]=2[F:33])[CH2:45][CH2:44]1)=[O:20]. The yield is 0.700. (4) The reactants are [CH3:1][O:2][C:3]1[CH:8]=[CH:7][C:6]([S:9][CH2:10][CH2:11][CH2:12][C:13]([OH:15])=O)=[CH:5][CH:4]=1.[Cl:16][C:17]1[CH:18]=[CH:19][C:20]([O:26][CH3:27])=[C:21]([CH:25]=1)[CH2:22][NH:23][CH3:24]. No catalyst specified. The product is [Cl:16][C:17]1[CH:18]=[CH:19][C:20]([O:26][CH3:27])=[C:21]([CH:25]=1)[CH2:22][N:23]([CH3:24])[C:13](=[O:15])[CH2:12][CH2:11][CH2:10][S:9][C:6]1[CH:5]=[CH:4][C:3]([O:2][CH3:1])=[CH:8][CH:7]=1. The yield is 0.480. (5) The reactants are [O:1]1[CH2:7][CH2:6][C:5](=[O:8])[CH2:4][C:3]2[CH:9]=[CH:10][CH:11]=[CH:12][C:2]1=2.[Br:13]Br. The catalyst is C(OCC)C. The product is [Br:13][CH:4]1[C:5](=[O:8])[CH2:6][CH2:7][O:1][C:2]2[CH:12]=[CH:11][CH:10]=[CH:9][C:3]1=2. The yield is 0.700. (6) The reactants are [Cl:1][C:2]1[N:3]=[CH:4][C:5]2[C:10]([CH3:11])=[C:9]([C:12]3[CH:17]=[CH:16][CH:15]=[CH:14][C:13]=3[Cl:18])[N:8]([CH2:19][C@@H:20]3[CH2:25][CH2:24][CH2:23][N:22]([C:26]([O:28][C:29]([CH3:32])([CH3:31])[CH3:30])=[O:27])[CH2:21]3)[C:6]=2[N:7]=1.[Cl:33]C1C=CC=C(Cl)C=1C#CC. No catalyst specified. The product is [Cl:1][C:2]1[N:3]=[CH:4][C:5]2[C:10]([CH3:11])=[C:9]([C:12]3[C:17]([Cl:33])=[CH:16][CH:15]=[CH:14][C:13]=3[Cl:18])[N:8]([CH2:19][C@@H:20]3[CH2:25][CH2:24][CH2:23][N:22]([C:26]([O:28][C:29]([CH3:32])([CH3:31])[CH3:30])=[O:27])[CH2:21]3)[C:6]=2[N:7]=1. The yield is 0.0800.